This data is from Full USPTO retrosynthesis dataset with 1.9M reactions from patents (1976-2016). The task is: Predict the reactants needed to synthesize the given product. (1) Given the product [C:22]([O:26][C:27]([NH:29][C@@H:30]([CH2:31][C:32]1[CH:33]=[CH:34][CH:35]=[CH:36][CH:37]=1)[C:38]([N:9]([CH3:8])[C@@H:10]([CH:19]([CH3:21])[CH3:20])/[CH:11]=[C:12](\[CH3:18])/[C:13]([O:15][CH2:16][CH3:17])=[O:14])=[O:40])=[O:28])([CH3:23])([CH3:24])[CH3:25], predict the reactants needed to synthesize it. The reactants are: FC(F)(F)C(O)=O.[CH3:8][NH:9][C@@H:10]([CH:19]([CH3:21])[CH3:20])/[CH:11]=[C:12](\[CH3:18])/[C:13]([O:15][CH2:16][CH3:17])=[O:14].[C:22]([O:26][C:27]([NH:29][C@H:30]([C:38]([OH:40])=O)[CH2:31][C:32]1[CH:37]=[CH:36][CH:35]=[CH:34][CH:33]=1)=[O:28])([CH3:25])([CH3:24])[CH3:23].F[P-](F)(F)(F)(F)F.N1(O[P+](N(C)C)(N(C)C)N(C)C)C2C=CC=CC=2N=N1.C(N(CC)CC)C. (2) Given the product [F:4][C:5]1[CH:10]=[CH:9][C:8]([O:11][CH2:14][CH2:15][OH:16])=[C:7]([O:12][CH2:18][CH2:17][OH:21])[CH:6]=1, predict the reactants needed to synthesize it. The reactants are: O.[OH-].[Na+].[F:4][C:5]1[CH:6]=[C:7]([OH:12])[C:8]([OH:11])=[CH:9][CH:10]=1.Cl[CH2:14][CH2:15][OH:16].[CH2:17]([OH:21])[CH2:18]CC. (3) Given the product [C:36]([NH:35][C:32]1[CH:31]=[CH:30][C:29]([CH2:28][O:8][C:9]2[CH:10]=[C:11]3[C:16](=[CH:17][CH:18]=2)[CH2:15][CH:14]([CH2:19][CH2:20][N:21]2[CH2:26][CH2:25][CH2:24][CH2:23][CH2:22]2)[CH2:13][CH2:12]3)=[CH:34][CH:33]=1)(=[O:43])[C:37]1[CH:38]=[CH:39][CH:40]=[CH:41][CH:42]=1, predict the reactants needed to synthesize it. The reactants are: [H-].[Na+].CN(C=O)C.[OH:8][C:9]1[CH:10]=[C:11]2[C:16](=[CH:17][CH:18]=1)[CH2:15][CH:14]([CH2:19][CH2:20][N:21]1[CH2:26][CH2:25][CH2:24][CH2:23][CH2:22]1)[CH2:13][CH2:12]2.Br[CH2:28][C:29]1[CH:34]=[CH:33][C:32]([NH:35][C:36](=[O:43])[C:37]2[CH:42]=[CH:41][CH:40]=[CH:39][CH:38]=2)=[CH:31][CH:30]=1. (4) Given the product [Cl:1][C:2]1[CH:70]=[CH:69][CH:68]=[CH:67][C:3]=1[O:4][P:5](=[C:7]1[C@:11]([CH2:13][C:14]([O:16][C@@H:17]2[C@@H:21]([CH2:22][OH:23])[O:20][C@@H:19]([N:47]3[CH:55]=[C:53]([CH3:54])[C:51](=[O:52])[NH:50][C:48]3=[O:49])[CH2:18]2)=[O:15])([OH:12])[C@@H:10]([CH2:56][OH:57])[O:9][C@H:8]1[N:58]1[CH:66]=[C:64]([CH3:65])[C:62](=[O:63])[NH:61][C:59]1=[O:60])=[O:6], predict the reactants needed to synthesize it. The reactants are: [Cl:1][C:2]1[CH:70]=[CH:69][CH:68]=[CH:67][C:3]=1[O:4][P:5](=[C:7]1[C@:11]([CH2:13][C:14]([O:16][C@@H:17]2[C@@H:21]([CH2:22][O:23]C(C3C=CC=CC=3)(C3C=CC(OC)=CC=3)C3C=CC(OC)=CC=3)[O:20][C@@H:19]([N:47]3[CH:55]=[C:53]([CH3:54])[C:51](=[O:52])[NH:50][C:48]3=[O:49])[CH2:18]2)=[O:15])([OH:12])[C@@H:10]([CH2:56][OH:57])[O:9][C@H:8]1[N:58]1[CH:66]=[C:64]([CH3:65])[C:62](=[O:63])[NH:61][C:59]1=[O:60])=[O:6].C1(S(O)(=O)=O)C=CC=CC=1. (5) Given the product [CH2:1]([O:3][C:4](=[NH:18])[C:5]1[CH:6]=[C:7]([CH:13]=[C:14]([CH2:20][CH3:21])[N:15]=1)[C:8]([O:10][CH2:11][CH3:12])=[O:9])[CH3:2], predict the reactants needed to synthesize it. The reactants are: [CH2:1]([O:3][C:4](=[NH:18])[C:5]1[CH:6]=[C:7]([CH:13]=[C:14](OC)[N:15]=1)[C:8]([O:10][CH2:11][CH3:12])=[O:9])[CH3:2].Cl[C:20]1[CH:21]=C(C=C(CC)N=1)C(OCC)=O. (6) Given the product [Cl:1][C:2]1[CH:9]([C:8]([Cl:11])([O:13][CH3:12])[CH:7]=[C:4]([CH:5]=[O:6])[CH:3]=1)[O:10][CH2:22][C:21]([O:20][CH2:18][CH3:19])=[O:24], predict the reactants needed to synthesize it. The reactants are: [Cl:1][C:2]1[CH:3]=[C:4]([CH:7]=[C:8]([Cl:11])[C:9]=1[OH:10])[CH:5]=[O:6].[C:12]([O-])([O-])=[O:13].[K+].[K+].[CH2:18]([O:20][C:21](=[O:24])[CH2:22]Br)[CH3:19].C(O)C.